Task: Regression. Given a peptide amino acid sequence and an MHC pseudo amino acid sequence, predict their binding affinity value. This is MHC class II binding data.. Dataset: Peptide-MHC class II binding affinity with 134,281 pairs from IEDB (1) The peptide sequence is HVKHFVINLIGDFEV. The MHC is DRB3_0101 with pseudo-sequence DRB3_0101. The binding affinity (normalized) is 0.491. (2) The peptide sequence is NKAGVRIYVDIVLNH. The MHC is DRB1_0901 with pseudo-sequence DRB1_0901. The binding affinity (normalized) is 0.229. (3) The peptide sequence is IGLQYLGYVIRDLAA. The MHC is DRB1_0301 with pseudo-sequence DRB1_0301. The binding affinity (normalized) is 0.750. (4) The peptide sequence is KYTATISGLKPGVDY. The MHC is DRB3_0101 with pseudo-sequence DRB3_0101. The binding affinity (normalized) is 0.0447. (5) The peptide sequence is GETQIVDKIDAAFKI. The MHC is DRB5_0101 with pseudo-sequence DRB5_0101. The binding affinity (normalized) is 0.635. (6) The peptide sequence is TLTYRMLEPTRVVNW. The MHC is HLA-DQA10201-DQB10301 with pseudo-sequence HLA-DQA10201-DQB10301. The binding affinity (normalized) is 0.387. (7) The peptide sequence is YDKFLANVSTVQTGK. The MHC is DRB1_1302 with pseudo-sequence DRB1_1302. The binding affinity (normalized) is 0.588. (8) The binding affinity (normalized) is 0.235. The MHC is DRB1_0701 with pseudo-sequence DRB1_0701. The peptide sequence is TDLIKNQCVNFNFNG. (9) The peptide sequence is CLHYTVDKSKPKVYQWFD. The MHC is DRB1_1301 with pseudo-sequence DRB1_1301. The binding affinity (normalized) is 0. (10) The peptide sequence is SSKVTITDTTIGTGD. The MHC is HLA-DQA10501-DQB10201 with pseudo-sequence HLA-DQA10501-DQB10201. The binding affinity (normalized) is 0.0351.